This data is from Catalyst prediction with 721,799 reactions and 888 catalyst types from USPTO. The task is: Predict which catalyst facilitates the given reaction. (1) Reactant: [C:1]12([N:11]=[C:12]=[O:13])[CH2:10][CH:5]3[CH2:6][CH:7]([CH2:9][CH:3]([CH2:4]3)[CH2:2]1)[CH2:8]2.[NH:14]1[C:22]2[C:17](=[CH:18][CH:19]=[CH:20][CH:21]=2)[CH2:16][CH2:15]1.CCN(CC)CC. Product: [C:1]12([NH:11][C:12]([N:14]3[C:22]4[C:17](=[CH:18][CH:19]=[CH:20][CH:21]=4)[CH2:16][CH2:15]3)=[O:13])[CH2:10][CH:5]3[CH2:6][CH:7]([CH2:9][CH:3]([CH2:4]3)[CH2:2]1)[CH2:8]2. The catalyst class is: 2. (2) Reactant: [CH2:1]([C:3]1[N:12]([CH3:13])[C:11](=[O:14])[C:10]2[C:5](=[CH:6][CH:7]=[C:8]([S:15]([CH3:18])(=[O:17])=[O:16])[CH:9]=2)[N:4]=1)[CH3:2].[Br:19]Br.O. Product: [Br:19][CH:1]([C:3]1[N:12]([CH3:13])[C:11](=[O:14])[C:10]2[C:5](=[CH:6][CH:7]=[C:8]([S:15]([CH3:18])(=[O:16])=[O:17])[CH:9]=2)[N:4]=1)[CH3:2]. The catalyst class is: 15. (3) Reactant: Br[Si](C)(C)C.CC(O[O:10][P:11]([CH2:18][P:19]([CH2:25][CH2:26][CH2:27][CH2:28][CH2:29][CH2:30][CH2:31][CH2:32][CH2:33][CH2:34][CH2:35][CH2:36][CH2:37][CH2:38][CH2:39][CH2:40][CH3:41])([O:21]C(C)C)=[O:20])(=[O:17])[O:12]OC(C)C)C.C(N(CCCC)CCCC)CCC.[Na+:55].[I-].CC(C)=O. Product: [Na+:55].[Na+:55].[Na+:55].[CH2:25]([P:19]([CH2:18][P:11](=[O:10])([O-:17])[O-:12])([OH:21])=[O:20])[CH2:26][CH2:27][CH2:28][CH2:29][CH2:30][CH2:31][CH2:32][CH2:33][CH2:34][CH2:35][CH2:36][CH2:37][CH2:38][CH2:39][CH2:40][CH3:41]. The catalyst class is: 5.